This data is from Peptide-MHC class I binding affinity with 185,985 pairs from IEDB/IMGT. The task is: Regression. Given a peptide amino acid sequence and an MHC pseudo amino acid sequence, predict their binding affinity value. This is MHC class I binding data. (1) The peptide sequence is RSLYNTVAVLY. The MHC is HLA-A02:01 with pseudo-sequence HLA-A02:01. The binding affinity (normalized) is 0.347. (2) The peptide sequence is RRARYWLTY. The MHC is SLA-30401 with pseudo-sequence SLA-30401. The binding affinity (normalized) is 0.872.